From a dataset of Merck oncology drug combination screen with 23,052 pairs across 39 cell lines. Regression. Given two drug SMILES strings and cell line genomic features, predict the synergy score measuring deviation from expected non-interaction effect. (1) Drug 1: COC12C(COC(N)=O)C3=C(C(=O)C(C)=C(N)C3=O)N1CC1NC12. Drug 2: NC(=O)c1cccc2cn(-c3ccc(C4CCCNC4)cc3)nc12. Cell line: KPL1. Synergy scores: synergy=3.29. (2) Drug 1: O=C(CCCCCCC(=O)Nc1ccccc1)NO. Drug 2: CS(=O)(=O)CCNCc1ccc(-c2ccc3ncnc(Nc4ccc(OCc5cccc(F)c5)c(Cl)c4)c3c2)o1. Cell line: NCIH460. Synergy scores: synergy=-2.13. (3) Drug 1: COC1=C2CC(C)CC(OC)C(O)C(C)C=C(C)C(OC(N)=O)C(OC)C=CC=C(C)C(=O)NC(=CC1=O)C2=O. Drug 2: CNC(=O)c1cc(Oc2ccc(NC(=O)Nc3ccc(Cl)c(C(F)(F)F)c3)cc2)ccn1. Cell line: HT144. Synergy scores: synergy=-0.575. (4) Drug 1: C#Cc1cccc(Nc2ncnc3cc(OCCOC)c(OCCOC)cc23)c1. Drug 2: CCc1c2c(nc3ccc(O)cc13)-c1cc3c(c(=O)n1C2)COC(=O)C3(O)CC. Cell line: SKMES1. Synergy scores: synergy=27.9. (5) Drug 1: Nc1ccn(C2OC(CO)C(O)C2(F)F)c(=O)n1. Drug 2: NC1(c2ccc(-c3nc4ccn5c(=O)[nH]nc5c4cc3-c3ccccc3)cc2)CCC1. Cell line: VCAP. Synergy scores: synergy=21.7. (6) Drug 1: N.N.O=C(O)C1(C(=O)O)CCC1.[Pt]. Drug 2: O=C(O)C1(Cc2cccc(Nc3nccs3)n2)CCC(Oc2cccc(Cl)c2F)CC1. Cell line: ES2. Synergy scores: synergy=10.5.